Task: Predict the reaction yield, written as a fraction of the theoretical maximum amount of product (1.0 means a 100% yield; for example, 0.34 means a 34% yield).. Dataset: Reaction yield outcomes from USPTO patents with 853,638 reactions (1) The reactants are [Cl:1][C:2]1[CH:8]=[C:7]([O:9][C:10]2[C:11]3[N:18]([CH3:19])[CH:17]=[CH:16][C:12]=3[N:13]=[CH:14][N:15]=2)[CH:6]=[CH:5][C:3]=1[NH2:4].C(N(CC)CC)C.ClC(Cl)(O[C:31](=[O:37])OC(Cl)(Cl)Cl)Cl.[NH2:39][C:40]1[CH:41]=[N:42][N:43]([CH2:45][C:46]([F:49])([F:48])[F:47])[CH:44]=1. The catalyst is ClCCl. The product is [Cl:1][C:2]1[CH:8]=[C:7]([O:9][C:10]2[C:11]3[N:18]([CH3:19])[CH:17]=[CH:16][C:12]=3[N:13]=[CH:14][N:15]=2)[CH:6]=[CH:5][C:3]=1[NH:4][C:31]([NH:39][C:40]1[CH:41]=[N:42][N:43]([CH2:45][C:46]([F:49])([F:48])[F:47])[CH:44]=1)=[O:37]. The yield is 0.490. (2) The reactants are CN(C(ON1N=NC2C=CC=NC1=2)=[N+](C)C)C.F[P-](F)(F)(F)(F)F.[F:25][C:26]1[NH:31][C:30](=[N:32][NH2:33])[CH:29]=[C:28]([C:34]2[CH:39]=[CH:38][N:37]=[C:36]([NH:40][C:41]3[N:42]([CH3:46])[N:43]=[CH:44][CH:45]=3)[N:35]=2)[CH:27]=1.[CH2:47]([CH:54]([CH2:58][O:59][Si:60]([C:63]([CH3:66])([CH3:65])[CH3:64])([CH3:62])[CH3:61])[C:55](O)=[O:56])[C:48]1[CH:53]=[CH:52][CH:51]=[CH:50][CH:49]=1. The catalyst is CN(C=O)C. The product is [CH2:47]([CH:54]([CH2:58][O:59][Si:60]([C:63]([CH3:66])([CH3:65])[CH3:64])([CH3:61])[CH3:62])[C:55]([NH:33][N:32]=[C:30]1[CH:29]=[C:28]([C:34]2[CH:39]=[CH:38][N:37]=[C:36]([NH:40][C:41]3[N:42]([CH3:46])[N:43]=[CH:44][CH:45]=3)[N:35]=2)[CH:27]=[C:26]([F:25])[NH:31]1)=[O:56])[C:48]1[CH:53]=[CH:52][CH:51]=[CH:50][CH:49]=1. The yield is 0.960. (3) The reactants are [C:1]([OH:6])(=O)[C:2]#[C:3][CH3:4].N1C=CC=CC=1.[C:13]([O:17][C:18]([N:20]1[CH2:25][CH2:24][N:23]([S:26]([C:29]2[CH:34]=[CH:33][C:32]([NH2:35])=[CH:31][CH:30]=2)(=[O:28])=[O:27])[CH2:22][CH2:21]1)=[O:19])([CH3:16])([CH3:15])[CH3:14].C(Cl)CCl. The catalyst is C1COCC1.CC(N(C)C)=O.C(OCC)(=O)C. The product is [C:13]([O:17][C:18]([N:20]1[CH2:25][CH2:24][N:23]([S:26]([C:29]2[CH:30]=[CH:31][C:32]([NH:35][C:1](=[O:6])[C:2]#[C:3][CH3:4])=[CH:33][CH:34]=2)(=[O:28])=[O:27])[CH2:22][CH2:21]1)=[O:19])([CH3:16])([CH3:14])[CH3:15]. The yield is 0.190. (4) The reactants are [C:1]([O:5][C:6]([N:8]1[CH2:13][CH2:12][C:11]([NH2:17])([C:14]([OH:16])=[O:15])[CH2:10][CH2:9]1)=[O:7])([CH3:4])([CH3:3])[CH3:2].[C:18](C1CC(=O)NC1=O)([O:20][CH2:21][C:22]1[CH:27]=[CH:26][CH:25]=[CH:24][CH:23]=1)=[O:19]. The catalyst is O.[OH-].[Na+].COCCOC. The product is [C:1]([O:5][C:6]([N:8]1[CH2:9][CH2:10][C:11]([NH:17][C:18]([O:20][CH2:21][C:22]2[CH:27]=[CH:26][CH:25]=[CH:24][CH:23]=2)=[O:19])([C:14]([OH:16])=[O:15])[CH2:12][CH2:13]1)=[O:7])([CH3:4])([CH3:2])[CH3:3]. The yield is 0.780.